This data is from Full USPTO retrosynthesis dataset with 1.9M reactions from patents (1976-2016). The task is: Predict the reactants needed to synthesize the given product. Given the product [Br:1][C:2]1[CH:3]=[C:4]2[C:8](=[CH:9][CH:10]=1)[N:7]([CH3:11])[C:6]1[C:12](=[O:18])[N:13]([CH2:20][CH2:21][O:22][CH3:23])[CH2:14][CH2:15][C:16](=[O:17])[C:5]2=1, predict the reactants needed to synthesize it. The reactants are: [Br:1][C:2]1[CH:3]=[C:4]2[C:8](=[CH:9][CH:10]=1)[N:7]([CH3:11])[C:6]1[C:12](=[O:18])[NH:13][CH2:14][CH2:15][C:16](=[O:17])[C:5]2=1.Br[CH2:20][CH2:21][O:22][CH3:23].